This data is from Reaction yield outcomes from USPTO patents with 853,638 reactions. The task is: Predict the reaction yield, written as a fraction of the theoretical maximum amount of product (1.0 means a 100% yield; for example, 0.34 means a 34% yield). (1) The reactants are C([O:5][C:6](=[O:36])[C:7]([NH:10][C:11]([C:13]1[CH:22]=[C:21]([Cl:23])[C:20]2[C:15](=[CH:16][CH:17]=[CH:18][CH:19]=2)[C:14]=1[O:24][CH2:25][C:26]1[CH:27]=[N:28][C:29]([C:32]([F:35])([F:34])[F:33])=[N:30][CH:31]=1)=[O:12])([CH3:9])[CH3:8])(C)(C)C.FC(F)(F)C(O)=O. The catalyst is O. The product is [Cl:23][C:21]1[C:20]2[C:15](=[CH:16][CH:17]=[CH:18][CH:19]=2)[C:14]([O:24][CH2:25][C:26]2[CH:31]=[N:30][C:29]([C:32]([F:34])([F:35])[F:33])=[N:28][CH:27]=2)=[C:13]([C:11]([NH:10][C:7]([CH3:9])([CH3:8])[C:6]([OH:36])=[O:5])=[O:12])[CH:22]=1. The yield is 0.530. (2) The reactants are [C:1]([C:3]1[CH:4]=[C:5]([CH:9]=[CH:10][C:11]=1F)[C:6]([OH:8])=[O:7])#[N:2].[CH3:13][O:14][CH2:15][CH2:16][OH:17].[H-].[Na+].Cl. The catalyst is C(#N)C. The product is [C:1]([C:3]1[CH:4]=[C:5]([CH:9]=[CH:10][C:11]=1[O:17][CH2:16][CH2:15][O:14][CH3:13])[C:6]([OH:8])=[O:7])#[N:2]. The yield is 0.930.